From a dataset of Reaction yield outcomes from USPTO patents with 853,638 reactions. Predict the reaction yield, written as a fraction of the theoretical maximum amount of product (1.0 means a 100% yield; for example, 0.34 means a 34% yield). (1) The reactants are [O:1]=[C:2]([CH3:9])[CH2:3][CH2:4][CH2:5][C:6]([OH:8])=[O:7].C(N(CC)C(C)C)(C)C.FC(F)(F)C(O[C:24]1[C:29]([F:30])=[C:28]([F:31])[C:27]([F:32])=[C:26]([F:33])[C:25]=1[F:34])=O. The catalyst is C(Cl)Cl. The product is [O:1]=[C:2]([CH3:9])[CH2:3][CH2:4][CH2:5][C:6]([O:8][C:24]1[C:25]([F:34])=[C:26]([F:33])[C:27]([F:32])=[C:28]([F:31])[C:29]=1[F:30])=[O:7]. The yield is 0.790. (2) The reactants are [NH2:1][C:2]1[CH:7]=[C:6]([O:8][C:9]2[CH:14]=[CH:13][C:12]([NH:15][C:16]([C:18]3[C:19](=[O:31])[N:20]([C:25]4[CH:30]=[CH:29][CH:28]=[CH:27][CH:26]=4)[N:21]([CH3:24])[C:22]=3[CH3:23])=[O:17])=[CH:11][C:10]=2[F:32])[CH:5]=[CH:4][N:3]=1.[C:33]1([O:39][C:40](Cl)=[O:41])[CH:38]=[CH:37][CH:36]=[CH:35][CH:34]=1. The catalyst is C(Cl)Cl.N1C=CC=CC=1.C(Cl)Cl. The product is [C:33]1([O:39][C:40](=[O:41])[NH:1][C:2]2[CH:7]=[C:6]([O:8][C:9]3[CH:14]=[CH:13][C:12]([NH:15][C:16]([C:18]4[C:19](=[O:31])[N:20]([C:25]5[CH:26]=[CH:27][CH:28]=[CH:29][CH:30]=5)[N:21]([CH3:24])[C:22]=4[CH3:23])=[O:17])=[CH:11][C:10]=3[F:32])[CH:5]=[CH:4][N:3]=2)[CH:38]=[CH:37][CH:36]=[CH:35][CH:34]=1. The yield is 0.460. (3) The reactants are F[C:2]1[CH:3]=[C:4]([C:10]2[CH2:11][CH2:12][NH:13][CH2:14][CH:15]=2)[CH:5]=[CH:6][C:7]=1[O:8][CH3:9].[H][H].[CH3:18]O. The catalyst is [Pd]. The product is [CH3:9][O:8][C:7]1[CH:6]=[CH:5][C:4]([CH:10]2[CH2:11][CH2:12][NH:13][CH2:14][CH2:15]2)=[C:3]([CH3:18])[CH:2]=1. The yield is 0.870. (4) The reactants are [O:1]=[S:2]1(=[O:37])[C:6]2[CH:7]=[CH:8][CH:9]=[CH:10][C:5]=2[C:4]([NH:11][C@@H:12]([CH2:17][C:18]2[CH:23]=[CH:22][C:21]([S:24][CH2:25][CH2:26][N:27]([C:29]([CH:31]3[CH2:36][CH2:35][CH2:34][CH2:33][CH2:32]3)=[O:30])[CH3:28])=[CH:20][CH:19]=2)[C:13]([O:15]C)=[O:14])=[N:3]1.[Li+].[OH-].Cl.O. The catalyst is C1COCC1.CO.O. The product is [O:37]=[S:2]1(=[O:1])[C:6]2[CH:7]=[CH:8][CH:9]=[CH:10][C:5]=2[C:4]([NH:11][C@@H:12]([CH2:17][C:18]2[CH:23]=[CH:22][C:21]([S:24][CH2:25][CH2:26][N:27]([C:29]([CH:31]3[CH2:32][CH2:33][CH2:34][CH2:35][CH2:36]3)=[O:30])[CH3:28])=[CH:20][CH:19]=2)[C:13]([OH:15])=[O:14])=[N:3]1. The yield is 0.400.